Dataset: TCR-epitope binding with 47,182 pairs between 192 epitopes and 23,139 TCRs. Task: Binary Classification. Given a T-cell receptor sequence (or CDR3 region) and an epitope sequence, predict whether binding occurs between them. (1) The epitope is FLYNLLTRV. Result: 0 (the TCR does not bind to the epitope). The TCR CDR3 sequence is CAWQTGVSTGELFF. (2) The epitope is LLFNKVTLA. The TCR CDR3 sequence is CASSLFSQGWTEAFF. Result: 0 (the TCR does not bind to the epitope).